From a dataset of Full USPTO retrosynthesis dataset with 1.9M reactions from patents (1976-2016). Predict the reactants needed to synthesize the given product. (1) The reactants are: [C:1](OC(N1CCC(O)CC1)=O)([CH3:4])([CH3:3])[CH3:2].[C:15](=[O:18])([O-:17])[O-:16].[Cs+].[Cs+].C[N:22](C=O)C. Given the product [C:15]([O:17][NH2:22])([O:16][C:1]([CH3:4])([CH3:3])[CH3:2])=[O:18], predict the reactants needed to synthesize it. (2) The reactants are: C[O:2][C:3](=[O:35])[C@@H:4]([NH:12][C:13]([C:15]1[CH:16]=[N:17][C:18]([O:21][CH2:22][C:23]2[C:24]([C:29]3[CH:34]=[CH:33][CH:32]=[CH:31][CH:30]=3)=[N:25][O:26][C:27]=2[CH3:28])=[CH:19][CH:20]=1)=[O:14])[CH2:5][C:6]1[CH:11]=[CH:10][CH:9]=[CH:8][CH:7]=1.O.[OH-].[Li+].Cl. Given the product [CH3:28][C:27]1[O:26][N:25]=[C:24]([C:29]2[CH:30]=[CH:31][CH:32]=[CH:33][CH:34]=2)[C:23]=1[CH2:22][O:21][C:18]1[N:17]=[CH:16][C:15]([C:13]([NH:12][C@@H:4]([CH2:5][C:6]2[CH:11]=[CH:10][CH:9]=[CH:8][CH:7]=2)[C:3]([OH:35])=[O:2])=[O:14])=[CH:20][CH:19]=1, predict the reactants needed to synthesize it. (3) Given the product [CH2:2]([C:19]1[C:20]([CH3:25])=[CH:21][C:22]([CH3:24])=[CH:23][C:18]=1[CH3:17])[CH2:3][CH2:4][CH2:5][CH2:6][CH2:7][CH2:8][CH2:9][CH2:10][CH3:11], predict the reactants needed to synthesize it. The reactants are: I[CH2:2][CH2:3][CH2:4][CH2:5][CH2:6][CH2:7][CH2:8][CH2:9][CH2:10][CH3:11].C1COCC1.[CH3:17][C:18]1[CH:23]=[C:22]([CH3:24])[CH:21]=[C:20]([CH3:25])[C:19]=1[Mg]Br. (4) Given the product [NH2:11][CH2:12][CH2:4][C:2]([OH:3])=[O:1].[O:1]=[C:2]([CH2:4][N:5]([C:7](=[NH:8])[NH2:9])[CH3:6])[OH:3], predict the reactants needed to synthesize it. The reactants are: [O:1]=[C:2]([CH2:4][N:5]([C:7](=[NH:9])[NH2:8])[CH3:6])[OH:3].[Mg].[NH2:11][C@H:12](C(O)=O)CC(C)C.C([C@@](CC(=O)[O-])(C[N+](C)(C)C)O)(=O)CC.CC1C(=O)C(OC)=C(OC)C(=O)C=1.C(N)CS(O)(=O)=O.N[C@H](C(O)=O)CCC(=O)N.N[C@H](C(O)=O)CC1C=CC(O)=CC=1.C1N=C(N)C2N=CN([C@@H]3O[C@H](COP(OP(OP([O-])(O)=O)([O-])=O)(O)=O)[C@@H](O)[C@H]3O)C=2N=1.[Na+].[Na+].C(O)[C@H]1O[C@H](O[C@H]2O[C@H](CO)[C@@H](O)[C@H](O)[C@H]2O)[C@H](O)[C@@H](O)[C@@H]1O.O=C[C@@H]([C@H]([C@@H]([C@@H](CO)O)O)O)O.P([O-])([O-])([O-])=O.[Ca+2].P([O-])([O-])([O-])=O.[Ca+2].[Ca+2].C([O-])(=O)CC(CC([O-])=O)(C([O-])=O)O.[Ca+2].C([O-])(=O)CC(CC([O-])=O)(C([O-])=O)O.[Ca+2].[Ca+2].C(=O)(O)[O-].[Ca+2].C(=O)(O)[O-].C1N=CNC=1C[C@H](NC(CCN)=O)C(O)=O. (5) Given the product [Cl:17][C:2]1[C:11]2[C:6](=[CH:7][CH:8]=[CH:9][CH:10]=2)[N:5]=[C:4]([C:12]#[N:14])[N:3]=1, predict the reactants needed to synthesize it. The reactants are: O=[C:2]1[C:11]2[C:6](=[CH:7][CH:8]=[CH:9][CH:10]=2)[N:5]=[C:4]([C:12]([NH2:14])=O)[NH:3]1.O=P(Cl)(Cl)[Cl:17]. (6) Given the product [C:14]([CH2:13][C@@H:9]([NH:8][C:6](=[O:7])[O:5][C:1]([CH3:2])([CH3:3])[CH3:4])[C:10]([NH:30][CH:25]1[CH2:26][CH2:27][CH2:28][CH2:29]1)=[O:12])#[N:15], predict the reactants needed to synthesize it. The reactants are: [C:1]([O:5][C:6]([NH:8][C@H:9]([CH2:13][C:14]#[N:15])[C:10]([OH:12])=O)=[O:7])([CH3:4])([CH3:3])[CH3:2].CN(C(ON1N=N[C:26]2[CH:27]=[CH:28][CH:29]=[N:30][C:25]1=2)=[N+](C)C)C.F[P-](F)(F)(F)(F)F.C1(N)CCCC1.CCN(CC)CC. (7) Given the product [NH2:8][C:9]1[CH:10]=[CH:11][C:12]([C@H:15]2[CH2:16][CH2:17][C@H:18]([O:21][CH2:22][CH2:23][C:24]([O:26][CH3:27])=[O:25])[CH2:19][CH2:20]2)=[CH:13][CH:14]=1, predict the reactants needed to synthesize it. The reactants are: C([N:8](CC1C=CC=CC=1)[C:9]1[CH:14]=[CH:13][C:12]([C@H:15]2[CH2:20][CH2:19][C@H:18]([O:21][CH2:22][CH2:23][C:24]([O:26][CH3:27])=[O:25])[CH2:17][CH2:16]2)=[CH:11][CH:10]=1)C1C=CC=CC=1. (8) Given the product [CH:23]1([N:9]([CH:6]2[CH2:5][CH2:4][N:3]([C:1]3[O:26][N:27]=[C:28]([C:29]4[CH:30]=[N:31][CH:32]=[CH:33][CH:34]=4)[N:2]=3)[CH2:8][CH2:7]2)[C:10](=[O:22])[C:11]2[CH:12]=[CH:13][C:14]([C:17]3[O:21][CH:20]=[N:19][CH:18]=3)=[CH:15][CH:16]=2)[CH2:25][CH2:24]1, predict the reactants needed to synthesize it. The reactants are: [C:1]([N:3]1[CH2:8][CH2:7][CH:6]([N:9]([CH:23]2[CH2:25][CH2:24]2)[C:10](=[O:22])[C:11]2[CH:16]=[CH:15][C:14]([C:17]3[O:21][CH:20]=[N:19][CH:18]=3)=[CH:13][CH:12]=2)[CH2:5][CH2:4]1)#[N:2].[OH:26][NH:27][C:28](=N)[C:29]1[CH:34]=[CH:33][CH:32]=[N:31][CH:30]=1. (9) Given the product [Cl:1][C:2]1[CH:3]=[C:4]([C:8]2[C:16]3[O:15][CH:14]([CH2:17][NH:36][CH3:35])[CH2:13][C:12]=3[CH:11]=[C:10]([C:29]3[CH:34]=[CH:33][CH:32]=[CH:31][CH:30]=3)[CH:9]=2)[CH:5]=[CH:6][CH:7]=1, predict the reactants needed to synthesize it. The reactants are: [Cl:1][C:2]1[CH:3]=[C:4]([C:8]2[C:16]3[O:15][CH:14]([CH2:17]OS(C4C=CC(C)=CC=4)(=O)=O)[CH2:13][C:12]=3[CH:11]=[C:10]([C:29]3[CH:34]=[CH:33][CH:32]=[CH:31][CH:30]=3)[CH:9]=2)[CH:5]=[CH:6][CH:7]=1.[CH3:35][NH2:36].